Dataset: Catalyst prediction with 721,799 reactions and 888 catalyst types from USPTO. Task: Predict which catalyst facilitates the given reaction. (1) Reactant: C[O:2][C:3](=[O:17])[C:4]1[CH:9]=[CH:8][C:7]([CH:10]2[CH2:15][CH2:14][CH2:13][CH2:12][CH2:11]2)=[C:6]([Cl:16])[CH:5]=1.O.Cl.C(Cl)(Cl)Cl. Product: [Cl:16][C:6]1[CH:5]=[C:4]([CH:9]=[CH:8][C:7]=1[CH:10]1[CH2:11][CH2:12][CH2:13][CH2:14][CH2:15]1)[C:3]([OH:17])=[O:2]. The catalyst class is: 702. (2) Reactant: [Br:1][C:2]1[CH:7]=[C:6]([CH3:8])[C:5]([CH:9]2[C:14](=[O:15])[CH2:13][CH:12]([CH2:16][CH:17]3[CH2:22][CH2:21][O:20][CH2:19][CH2:18]3)[CH2:11][C:10]2=[O:23])=[C:4]([CH3:24])[CH:3]=1.[C:25](=O)([O-])[O-].[K+].[K+].IC. The catalyst class is: 21. Product: [Br:1][C:2]1[CH:3]=[C:4]([CH3:24])[C:5]([C:9]2[C:10](=[O:23])[CH2:11][CH:12]([CH2:16][CH:17]3[CH2:22][CH2:21][O:20][CH2:19][CH2:18]3)[CH2:13][C:14]=2[O:15][CH3:25])=[C:6]([CH3:8])[CH:7]=1.